From a dataset of Catalyst prediction with 721,799 reactions and 888 catalyst types from USPTO. Predict which catalyst facilitates the given reaction. (1) Reactant: [C:1]([O:5][C:6]([C:8]1[C:13]([C:14](=O)[NH:15][CH:16]([C:19]2[CH:24]=[CH:23][CH:22]=[CH:21][CH:20]=2)[CH2:17][OH:18])=[N:12][C:11]([C:26]2[CH:31]=[CH:30][C:29]([Cl:32])=[CH:28][CH:27]=2)=[C:10]([C:33]2[CH:38]=[CH:37][C:36]([Cl:39])=[CH:35][CH:34]=2)[N:9]=1)=[O:7])([CH3:4])([CH3:3])[CH3:2].CCN(S(F)(F)F)CC.C([O-])([O-])=O.[K+].[K+].C([O-])(O)=O.[Na+]. Product: [C:1]([O:5][C:6]([C:8]1[C:13]([C:14]2[O:18][CH2:17][CH:16]([C:19]3[CH:20]=[CH:21][CH:22]=[CH:23][CH:24]=3)[N:15]=2)=[N:12][C:11]([C:26]2[CH:27]=[CH:28][C:29]([Cl:32])=[CH:30][CH:31]=2)=[C:10]([C:33]2[CH:38]=[CH:37][C:36]([Cl:39])=[CH:35][CH:34]=2)[N:9]=1)=[O:7])([CH3:3])([CH3:2])[CH3:4]. The catalyst class is: 2. (2) Reactant: F[C:2]1[CH:9]=[CH:8][C:5]([C:6]#[N:7])=[CH:4][C:3]=1[C:10]([F:13])([F:12])[F:11].Cl.[CH:15]12[NH:22][CH:19]([CH2:20][CH2:21]1)[CH2:18][CH2:17][CH2:16]2.C(N(CC)C(C)C)(C)C. Product: [CH:19]12[N:22]([C:2]3[CH:9]=[CH:8][C:5]([C:6]#[N:7])=[CH:4][C:3]=3[C:10]([F:13])([F:12])[F:11])[CH:15]([CH2:21][CH2:20]1)[CH2:16][CH2:17][CH2:18]2. The catalyst class is: 16. (3) Reactant: [CH3:1][O:2][C:3]1[CH:21]=[CH:20][C:6]([CH2:7][N:8]2[CH:17]=[C:16]3[C:10]([N:11]([CH3:19])[CH2:12][CH:13]=[CH:14][C:15]3=[O:18])=[N:9]2)=[CH:5][CH:4]=1.C([O-])=O.[NH4+]. Product: [CH3:1][O:2][C:3]1[CH:4]=[CH:5][C:6]([CH2:7][N:8]2[CH:17]=[C:16]3[C:10]([N:11]([CH3:19])[CH2:12][CH2:13][CH2:14][C:15]3=[O:18])=[N:9]2)=[CH:20][CH:21]=1. The catalyst class is: 105. (4) Reactant: O.[OH-].[Li+].C[O:5][C:6](=[O:31])[C:7]1[CH:12]=[CH:11][C:10]([N:13]2[CH:17]=[C:16]([C:18]3[N:19]([CH3:30])[N:20]=[N:21][C:22]=3[C:23]3[CH:28]=[CH:27][C:26]([F:29])=[CH:25][CH:24]=3)[N:15]=[CH:14]2)=[CH:9][CH:8]=1. Product: [F:29][C:26]1[CH:27]=[CH:28][C:23]([C:22]2[N:21]=[N:20][N:19]([CH3:30])[C:18]=2[C:16]2[N:15]=[CH:14][N:13]([C:10]3[CH:9]=[CH:8][C:7]([C:6]([OH:31])=[O:5])=[CH:12][CH:11]=3)[CH:17]=2)=[CH:24][CH:25]=1. The catalyst class is: 776. (5) Reactant: [B:1]([OH:4])([OH:3])[OH:2].O.O.O.O.O.O.O.O.O.O.O.O.O.O.O.O.O.O.[S:23]([O-:27])([O-:26])(=[O:25])=[O:24].[Al+3:28].[S:29]([O-:33])([O-:32])(=[O:31])=[O:30].[S:34]([O-:38])([O-:37])(=[O:36])=[O:35].[Al+3].S([O-])([O-])(=O)=O.[Al+3].S([O-])([O-])(=O)=O.S([O-])([O-])(=O)=O.[Al+3]. Product: [S:23]([O-:27])([O-:26])(=[O:25])=[O:24].[Al+3:28].[S:29]([O-:33])([O-:32])(=[O:31])=[O:30].[S:34]([O-:38])([O-:37])(=[O:36])=[O:35].[Al+3:28].[B:1]([OH:4])([OH:3])[OH:2]. The catalyst class is: 6. (6) Reactant: [SH:1][C:2]1[N:10]=[CH:9][CH:8]=[CH:7][C:3]=1[C:4]([OH:6])=O.[NH2:11][CH2:12][C:13]1[S:14][CH:15]=[CH:16][CH:17]=1.P(Cl)(Cl)Cl.C(Cl)Cl.CO. Product: [SH:1][C:2]1[N:10]=[CH:9][CH:8]=[CH:7][C:3]=1[C:4]([NH:11][CH2:12][C:13]1[S:14][CH:15]=[CH:16][CH:17]=1)=[O:6]. The catalyst class is: 159. (7) Product: [Br-:10].[NH2:19][N:20]1[CH2:24][NH+:23]([CH2:9][C:8]2[CH:7]=[C:6]([C:3]([CH3:5])([C:1]#[N:2])[CH3:4])[CH:13]=[C:12]([C:14]([C:16]#[N:17])([CH3:18])[CH3:15])[CH:11]=2)[N:22]=[CH:21]1. The catalyst class is: 32. Reactant: [C:1]([C:3]([C:6]1[CH:7]=[C:8]([CH:11]=[C:12]([C:14]([CH3:18])([C:16]#[N:17])[CH3:15])[CH:13]=1)[CH2:9][Br:10])([CH3:5])[CH3:4])#[N:2].[NH2:19][N:20]1[CH:24]=[N:23][N:22]=[CH:21]1. (8) Reactant: Br[CH2:2][C:3]([O:5][CH2:6][CH3:7])=[O:4].[CH3:8][C:9]1[CH-:13][C:12]([CH3:14])=[C:11]([CH3:15])[C:10]=1[CH3:16].[Na+]. Product: [CH3:8][C:9]1[CH:13]([CH2:2][C:3]([O:5][CH2:6][CH3:7])=[O:4])[C:12]([CH3:14])=[C:11]([CH3:15])[C:10]=1[CH3:16]. The catalyst class is: 1. (9) Reactant: C[O:2][C:3](=[O:38])[CH2:4][NH:5][CH2:6][CH2:7][C:8]1[CH:13]=[CH:12][C:11]([NH:14][C:15]([C:17]2[C:18]([C:23]3[CH:28]=[CH:27][C:26]([C:29]([F:32])([F:31])[F:30])=[CH:25][CH:24]=3)=[CH:19][CH:20]=[CH:21][CH:22]=2)=[O:16])=[C:10]([C:33](=[O:37])[N:34]([CH3:36])[CH3:35])[CH:9]=1.CO.[OH-].[Na+]. Product: [CH3:36][N:34]([CH3:35])[C:33]([C:10]1[CH:9]=[C:8]([CH:13]=[CH:12][C:11]=1[NH:14][C:15]([C:17]1[C:18]([C:23]2[CH:24]=[CH:25][C:26]([C:29]([F:30])([F:32])[F:31])=[CH:27][CH:28]=2)=[CH:19][CH:20]=[CH:21][CH:22]=1)=[O:16])[CH2:7][CH2:6][NH:5][CH2:4][C:3]([OH:38])=[O:2])=[O:37]. The catalyst class is: 1. (10) Reactant: [C:1]1([S:7]([N:10]2[C:14]3=[N:15][CH:16]=[C:17]([NH2:33])[C:18]([NH:19][CH:20]4[CH2:25][CH2:24][N:23]([CH2:26][C:27]5[CH:32]=[CH:31][CH:30]=[CH:29][CH:28]=5)[CH2:22][CH2:21]4)=[C:13]3[CH:12]=[CH:11]2)(=[O:9])=[O:8])[CH:6]=[CH:5][CH:4]=[CH:3][CH:2]=1.C(N(CC)CC)C.[Cl:41][CH2:42][C:43](Cl)=[O:44]. Product: [C:1]1([S:7]([N:10]2[C:14]3=[N:15][CH:16]=[C:17]([NH:33][C:43](=[O:44])[CH2:42][Cl:41])[C:18]([NH:19][CH:20]4[CH2:25][CH2:24][N:23]([CH2:26][C:27]5[CH:32]=[CH:31][CH:30]=[CH:29][CH:28]=5)[CH2:22][CH2:21]4)=[C:13]3[CH:12]=[CH:11]2)(=[O:8])=[O:9])[CH:2]=[CH:3][CH:4]=[CH:5][CH:6]=1. The catalyst class is: 2.